This data is from Forward reaction prediction with 1.9M reactions from USPTO patents (1976-2016). The task is: Predict the product of the given reaction. (1) Given the reactants Br[CH2:2][CH2:3][CH2:4][C:5]#[N:6].C(N(CC)C(C)C)(C)C.[F:16][C:17]([F:38])([F:37])[C:18]([N:20]([CH:28]1[CH2:30][CH:29]1[C:31]1[CH:36]=[CH:35][CH:34]=[CH:33][CH:32]=1)[CH2:21][CH:22]1[CH2:27][CH2:26][NH:25][CH2:24][CH2:23]1)=[O:19], predict the reaction product. The product is: [C:5]([CH2:4][CH2:3][CH2:2][N:25]1[CH2:24][CH2:23][CH:22]([CH2:21][N:20]([CH:28]2[CH2:30][CH:29]2[C:31]2[CH:36]=[CH:35][CH:34]=[CH:33][CH:32]=2)[C:18](=[O:19])[C:17]([F:16])([F:37])[F:38])[CH2:27][CH2:26]1)#[N:6]. (2) Given the reactants C[O:2][C:3](=O)[CH:4]([O:8][Si:9]([C:12]([CH3:15])([CH3:14])[CH3:13])([CH3:11])[CH3:10])[CH:5]1[CH2:7][CH2:6]1.CC(C[AlH]CC(C)C)C, predict the reaction product. The product is: [C:12]([Si:9]([CH3:11])([CH3:10])[O:8][CH:4]([CH:5]1[CH2:7][CH2:6]1)[CH2:3][OH:2])([CH3:15])([CH3:14])[CH3:13]. (3) Given the reactants C[O:2][C:3](=[O:18])[C:4]1[CH:9]=[C:8]([C:10]([F:13])([F:12])[F:11])[CH:7]=[C:6]([S:14]([CH3:17])(=[O:16])=[O:15])[CH:5]=1.O.O.[OH-].[Li+].Cl, predict the reaction product. The product is: [CH3:17][S:14]([C:6]1[CH:5]=[C:4]([CH:9]=[C:8]([C:10]([F:11])([F:12])[F:13])[CH:7]=1)[C:3]([OH:18])=[O:2])(=[O:16])=[O:15]. (4) Given the reactants [CH2:1]([N:8]1[C:16](Br)=[N:15][C:14]2[C:9]1=[N:10][CH:11]=[N:12][CH:13]=2)[C:2]1[CH:7]=[CH:6][CH:5]=[CH:4][CH:3]=1.[CH2:18]([O:20][CH:21]=[CH:22][Sn](CCCC)(CCCC)CCCC)[CH3:19], predict the reaction product. The product is: [CH2:1]([N:8]1[C:16]([CH:19]=[CH:18][O:20][CH2:21][CH3:22])=[N:15][C:14]2[C:9]1=[N:10][CH:11]=[N:12][CH:13]=2)[C:2]1[CH:7]=[CH:6][CH:5]=[CH:4][CH:3]=1. (5) Given the reactants Br[C:2]1[CH:22]=[CH:21][C:5]([O:6][CH2:7][CH:8]2[CH2:13][CH2:12][N:11]([C:14]([O:16][C:17]([CH3:20])([CH3:19])[CH3:18])=[O:15])[CH2:10][CH2:9]2)=[CH:4][CH:3]=1.[OH:23][C:24]1[CH:29]=[CH:28][C:27](B(O)O)=[CH:26][CH:25]=1.O.C([O-])([O-])=O.[Cs+].[Cs+], predict the reaction product. The product is: [OH:23][C:24]1[CH:29]=[CH:28][C:27]([C:2]2[CH:22]=[CH:21][C:5]([O:6][CH2:7][CH:8]3[CH2:13][CH2:12][N:11]([C:14]([O:16][C:17]([CH3:20])([CH3:19])[CH3:18])=[O:15])[CH2:10][CH2:9]3)=[CH:4][CH:3]=2)=[CH:26][CH:25]=1. (6) Given the reactants [C:1]([C:3]1[CH:8]=[CH:7][C:6]([C:9]2(C(O)=O)[CH2:12][C:11]([F:14])([F:13])[CH2:10]2)=[CH:5][CH:4]=1)#[N:2].C1C=CC(P([N:32]=[N+]=[N-])(C2C=CC=CC=2)=O)=CC=1.[Cl:35][C:36]1[CH:37]=[C:38]([C:43]2[C:51]([C:52]([NH2:54])=[O:53])=[C:46]3[CH2:47][NH:48][CH2:49][CH2:50][N:45]3[N:44]=2)[CH:39]=[CH:40][C:41]=1[F:42].C1[CH2:59][O:58]CC1, predict the reaction product. The product is: [Cl:35][C:36]1[CH:37]=[C:38]([C:43]2[C:51]([C:52]([NH2:54])=[O:53])=[C:46]3[CH2:47][N:48]([C:59]([NH:32][C:9]4([C:6]5[CH:5]=[CH:4][C:3]([C:1]#[N:2])=[CH:8][CH:7]=5)[CH2:10][C:11]([F:13])([F:14])[CH2:12]4)=[O:58])[CH2:49][CH2:50][N:45]3[N:44]=2)[CH:39]=[CH:40][C:41]=1[F:42].